Dataset: Forward reaction prediction with 1.9M reactions from USPTO patents (1976-2016). Task: Predict the product of the given reaction. (1) Given the reactants O[C:2]1[N:11]=C(O)[C:9]2[C:4](=[CH:5][C:6]([C:13]([O:15][CH3:16])=[O:14])=[CH:7][CH:8]=2)[N:3]=1.O=P(Cl)(Cl)Cl.P(Cl)(Cl)(Cl)(Cl)[Cl:23].C([O-])(O)=O.[Na+].[CH2:33]([Cl:35])Cl, predict the reaction product. The product is: [Cl:23][C:2]1[N:11]=[C:33]([Cl:35])[C:9]2[C:4](=[CH:5][C:6]([C:13]([O:15][CH3:16])=[O:14])=[CH:7][CH:8]=2)[N:3]=1. (2) Given the reactants Br[C:2]1[CH:3]=[CH:4][C:5]([C:8]2[CH:13]=[CH:12][N:11]=[CH:10][CH:9]=2)=[N:6][CH:7]=1.[Cu][C:15]#[N:16].[OH-].[Na+], predict the reaction product. The product is: [C:15]([C:2]1[CH:3]=[CH:4][C:5]([C:8]2[CH:13]=[CH:12][N:11]=[CH:10][CH:9]=2)=[N:6][CH:7]=1)#[N:16]. (3) Given the reactants [CH3:1][O:2][C:3](=[O:14])[C:4]1[C:5]([CH3:13])=[N:6][CH2:7][C:8]([C:11]#[N:12])(O)[CH:9]=1.P(Cl)(Cl)(Cl)(Cl)[Cl:16], predict the reaction product. The product is: [Cl:16][C:7]1[C:8]([C:11]#[N:12])=[CH:9][C:4]([C:3]([O:2][CH3:1])=[O:14])=[C:5]([CH3:13])[N:6]=1.